This data is from Full USPTO retrosynthesis dataset with 1.9M reactions from patents (1976-2016). The task is: Predict the reactants needed to synthesize the given product. (1) Given the product [CH:1]1([S:4]([C:7]2[CH:8]=[CH:9][C:10]([CH2:11][NH:12][C:13]([C:15]3[C:20](=[O:21])[N:19]([C:22]4[CH:27]=[CH:26][CH:25]=[C:24]([C:28]([F:29])([F:31])[F:30])[CH:23]=4)[C:18]([CH3:32])=[C:17]([CH2:33][CH2:34][C:35]([O:37][CH2:38][CH3:39])=[O:36])[CH:16]=3)=[O:14])=[CH:40][CH:41]=2)(=[O:5])=[O:6])[CH2:2][CH2:3]1, predict the reactants needed to synthesize it. The reactants are: [CH:1]1([S:4]([C:7]2[CH:41]=[CH:40][C:10]([CH2:11][NH:12][C:13]([C:15]3[C:20](=[O:21])[N:19]([C:22]4[CH:27]=[CH:26][CH:25]=[C:24]([C:28]([F:31])([F:30])[F:29])[CH:23]=4)[C:18]([CH3:32])=[C:17](/[CH:33]=[CH:34]/[C:35]([O:37][CH2:38][CH3:39])=[O:36])[CH:16]=3)=[O:14])=[CH:9][CH:8]=2)(=[O:6])=[O:5])[CH2:3][CH2:2]1. (2) Given the product [S:18]([N:15]1[C:12]2=[N:13][CH:14]=[C:9]([CH:1]=[O:28])[N:10]=[C:11]2[CH:17]=[CH:16]1)([C:21]1[CH:27]=[CH:26][C:24]([CH3:25])=[CH:23][CH:22]=1)(=[O:20])=[O:19], predict the reactants needed to synthesize it. The reactants are: [CH:1](/[C:9]1[N:10]=[C:11]2[CH:17]=[CH:16][N:15]([S:18]([C:21]3[CH:27]=[CH:26][C:24]([CH3:25])=[CH:23][CH:22]=3)(=[O:20])=[O:19])[C:12]2=[N:13][CH:14]=1)=C\C1C=CC=CC=1.[O:28]1CCOCC1. (3) Given the product [F:1][C:2]1[CH:7]=[C:6]([CH3:8])[CH:5]=[CH:4][C:3]=1[N:9]1[C:17]([OH:25])=[CH:18][C:19]([C:20]([O:22][CH2:23][CH3:24])=[O:21])=[N:10]1, predict the reactants needed to synthesize it. The reactants are: [F:1][C:2]1[CH:7]=[C:6]([CH3:8])[CH:5]=[CH:4][C:3]=1[NH:9][NH2:10].C(=O)([O-])[O-].[K+].[K+].[C:17](OCC)(=[O:25])[C:18]#[C:19][C:20]([O:22][CH2:23][CH3:24])=[O:21].Cl. (4) Given the product [CH3:10][C:1]1[CH:6]=[CH:5][C:4]([S:7]([CH2:20][C:19]([NH:18][CH2:17][CH2:16][S:12]([OH:15])(=[O:14])=[O:13])=[O:22])(=[O:9])=[O:8])=[CH:3][CH:2]=1, predict the reactants needed to synthesize it. The reactants are: [C:1]1([CH3:10])[CH:6]=[CH:5][C:4]([S:7]([OH:9])=[O:8])=[CH:3][CH:2]=1.[Li].[S:12]([CH2:16][CH2:17][NH:18][C:19](=[O:22])[CH2:20]Br)([OH:15])(=[O:14])=[O:13].O. (5) The reactants are: [C:1]1([NH:7][NH2:8])[CH:6]=[CH:5][CH:4]=[CH:3][CH:2]=1.C([O-])([O-])=O.[K+].[K+].Cl[C:16]([O:18][CH2:19][C:20]1[CH:25]=[CH:24][CH:23]=[CH:22][CH:21]=1)=[O:17]. Given the product [C:1]1([NH:7][NH:8][C:16]([O:18][CH2:19][C:20]2[CH:25]=[CH:24][CH:23]=[CH:22][CH:21]=2)=[O:17])[CH:6]=[CH:5][CH:4]=[CH:3][CH:2]=1, predict the reactants needed to synthesize it. (6) Given the product [Cl:28][C:29]1[N:34]=[C:33]([O:1][C:2]2[CH:27]=[CH:26][CH:25]=[CH:24][C:3]=2[CH2:4][NH:5][C:6]([NH:8][C:9]2[N:13]([C:14]3[CH:19]=[CH:18][C:17]([CH3:20])=[CH:16][CH:15]=3)[N:12]=[C:11]([CH:21]3[CH2:22][CH2:23]3)[CH:10]=2)=[O:7])[CH:32]=[CH:31][N:30]=1, predict the reactants needed to synthesize it. The reactants are: [OH:1][C:2]1[CH:27]=[CH:26][CH:25]=[CH:24][C:3]=1[CH2:4][NH:5][C:6]([NH:8][C:9]1[N:13]([C:14]2[CH:19]=[CH:18][C:17]([CH3:20])=[CH:16][CH:15]=2)[N:12]=[C:11]([CH:21]2[CH2:23][CH2:22]2)[CH:10]=1)=[O:7].[Cl:28][C:29]1[N:34]=[C:33](Cl)[CH:32]=[CH:31][N:30]=1.[OH-].[Na+].